Dataset: Reaction yield outcomes from USPTO patents with 853,638 reactions. Task: Predict the reaction yield, written as a fraction of the theoretical maximum amount of product (1.0 means a 100% yield; for example, 0.34 means a 34% yield). (1) The reactants are C(Cl)(=O)C(Cl)=O.[Br:7][C:8]1[CH:19]=[C:18]([F:20])[C:17]([F:21])=[CH:16][C:9]=1[O:10][CH2:11][CH2:12][C:13]([OH:15])=O.CN(C=O)C.[Al+3].[Cl-].[Cl-].[Cl-]. The catalyst is C(Cl)Cl. The product is [Br:7][C:8]1[CH:19]=[C:18]([F:20])[C:17]([F:21])=[C:16]2[C:9]=1[O:10][CH2:11][CH2:12][C:13]2=[O:15]. The yield is 0.730. (2) The reactants are [F:1][C:2]1[CH:3]=[C:4]([NH2:19])[CH:5]=[CH:6][C:7]=1[O:8][C:9]1[CH:14]=[CH:13][N:12]=[C:11]2[NH:15][C:16]([CH3:18])=[CH:17][C:10]=12.[F:20][C:21]1[CH:26]=[CH:25][C:24]([N:27]2[CH:32]=[CH:31][CH:30]=[C:29]([C:33](O)=[O:34])[C:28]2=[O:36])=[CH:23][CH:22]=1.CN([P+](ON1N=NC2C=CC=CC1=2)(N(C)C)N(C)C)C.F[P-](F)(F)(F)(F)F.C(N(CC)CC)C. The catalyst is CN(C=O)C.O. The product is [F:1][C:2]1[CH:3]=[C:4]([NH:19][C:33]([C:29]2[C:28](=[O:36])[N:27]([C:24]3[CH:23]=[CH:22][C:21]([F:20])=[CH:26][CH:25]=3)[CH:32]=[CH:31][CH:30]=2)=[O:34])[CH:5]=[CH:6][C:7]=1[O:8][C:9]1[CH:14]=[CH:13][N:12]=[C:11]2[NH:15][C:16]([CH3:18])=[CH:17][C:10]=12. The yield is 0.250. (3) The reactants are [CH2:1]([O:8][C:9]([N:11]1[CH2:14][CH:13]([C:15]([OH:17])=O)[CH2:12]1)=[O:10])[C:2]1[CH:7]=[CH:6][CH:5]=[CH:4][CH:3]=1.ON1C2C=CC=CC=2N=N1.C(N(C(C)C)CC)(C)C.C(N=C=NCCCN(C)C)C.[NH2:48][C:49]1[C:50]([OH:60])=[C:51]([CH:57]=[CH:58][CH:59]=1)[C:52]([O:54][CH2:55]C)=[O:53]. The catalyst is C.[Cl-].[Cl-].O. The product is [OH:60][C:50]1[C:51]([C:52]([O:54][CH3:55])=[O:53])=[CH:57][CH:58]=[CH:59][C:49]=1[NH:48][C:15]([CH:13]1[CH2:12][N:11]([C:9]([O:8][CH2:1][C:2]2[CH:3]=[CH:4][CH:5]=[CH:6][CH:7]=2)=[O:10])[CH2:14]1)=[O:17]. The yield is 0.520. (4) The reactants are [Cl:1][C:2]1[N:7]=[CH:6][C:5]([NH2:8])=[C:4](I)[CH:3]=1.[F:10][C:11]1[C:16](B(O)O)=[CH:15][C:14]([Br:20])=[CH:13][N:12]=1. The catalyst is C(#N)C.[F-].[K+]. The product is [Br:20][C:14]1[CH:15]=[C:16]([C:4]2[CH:3]=[C:2]([Cl:1])[N:7]=[CH:6][C:5]=2[NH2:8])[C:11]([F:10])=[N:12][CH:13]=1. The yield is 0.490. (5) The reactants are Br.[N:2]1[CH:7]=[CH:6][CH:5]=[C:4]([O:8][C:9]2[CH:14]=[CH:13][C:12]([C:15]3[O:19][C:18]([NH2:20])=[N:17][N:16]=3)=[CH:11][CH:10]=2)[CH:3]=1.[CH3:21][O:22][C:23]1[CH:31]=[CH:30][C:26]([C:27](Cl)=[O:28])=[CH:25][C:24]=1[C:32]([F:35])([F:34])[F:33]. The catalyst is N1C=CC=CC=1.CO. The product is [CH3:21][O:22][C:23]1[CH:31]=[CH:30][C:26]([C:27]([NH:20][C:18]2[O:19][C:15]([C:12]3[CH:11]=[CH:10][C:9]([O:8][C:4]4[CH:3]=[N:2][CH:7]=[CH:6][CH:5]=4)=[CH:14][CH:13]=3)=[N:16][N:17]=2)=[O:28])=[CH:25][C:24]=1[C:32]([F:33])([F:34])[F:35]. The yield is 0.162. (6) The reactants are [Cl:1][C:2]1[CH:3]=[C:4]([CH:7]=[CH:8][CH:9]=1)[CH:5]=[O:6].O[CH2:11][CH2:12][C:13]1[C:21]2[C:16](=[CH:17][CH:18]=[CH:19][CH:20]=2)[NH:15][CH:14]=1.FC(F)(F)C(O)=O. The catalyst is ClCCl. The product is [Cl:1][C:2]1[CH:3]=[C:4]([CH:5]2[C:14]3[NH:15][C:16]4[C:21]([C:13]=3[CH2:12][CH2:11][O:6]2)=[CH:20][CH:19]=[CH:18][CH:17]=4)[CH:7]=[CH:8][CH:9]=1. The yield is 0.230.